From a dataset of Full USPTO retrosynthesis dataset with 1.9M reactions from patents (1976-2016). Predict the reactants needed to synthesize the given product. (1) Given the product [CH:28]([C:22]1[CH2:21][CH2:20][C:19]2[C:14]3[C:13](=[O:30])[N:10]4[CH2:11][CH2:12][CH:6]([C:4]([OH:5])=[O:3])[CH2:7][CH2:8][C:9]4=[N:16][C:15]=3[S:17][C:18]=2[C:23]=1[S:24][CH2:25][CH2:26][CH3:27])=[O:29], predict the reactants needed to synthesize it. The reactants are: C([O:3][C:4]([CH:6]1[CH2:12][CH2:11][N:10]2[C:13](=[O:30])[C:14]3[C:19]4[CH2:20][CH2:21][C:22]([CH:28]=[O:29])=[C:23]([S:24][CH2:25][CH2:26][CH3:27])[C:18]=4[S:17][C:15]=3[N:16]=[C:9]2[CH2:8][CH2:7]1)=[O:5])C.O. (2) Given the product [CH3:14][NH:15][C:11](=[O:13])[CH2:10][C:7]1[CH:8]=[CH:9][C:4]([N+:1]([O-:3])=[O:2])=[CH:5][CH:6]=1, predict the reactants needed to synthesize it. The reactants are: [N+:1]([C:4]1[CH:9]=[CH:8][C:7]([CH2:10][C:11]([OH:13])=O)=[CH:6][CH:5]=1)([O-:3])=[O:2].[CH3:14][N:15](C(ON1N=NC2C=CC=NC1=2)=[N+](C)C)C.F[P-](F)(F)(F)(F)F.CCN(C(C)C)C(C)C.Cl.CN. (3) Given the product [F:1][C:2]1[C:7]([NH:8][CH2:9][C:10]2[C:15]([F:16])=[CH:14][CH:13]=[C:12]([C:17]3[CH:22]=[CH:21][CH:20]=[C:19]([F:23])[CH:18]=3)[C:11]=2[CH3:24])=[C:6]([F:25])[CH:5]=[CH:4][C:3]=1[O:26][CH2:34][C:35]([O:37][CH2:38][CH3:39])=[O:36], predict the reactants needed to synthesize it. The reactants are: [F:1][C:2]1[C:7]([NH:8][CH2:9][C:10]2[C:15]([F:16])=[CH:14][CH:13]=[C:12]([C:17]3[CH:22]=[CH:21][CH:20]=[C:19]([F:23])[CH:18]=3)[C:11]=2[CH3:24])=[C:6]([F:25])[CH:5]=[CH:4][C:3]=1[OH:26].C([O-])([O-])=O.[Cs+].[Cs+].Br[CH2:34][C:35]([O:37][CH2:38][CH3:39])=[O:36].O. (4) Given the product [Cl:1][C:2]1[C:7]([F:8])=[C:6]([C:9]2[N:17]=[C:16]([C:18]3[NH:21][C:30](=[O:31])[O:20][N:19]=3)[N:15]=[C:14]3[C:10]=2[N:11]([CH2:22][C@H:23]2[CH2:28][CH2:27][C@H:26]([CH3:29])[CH2:25][CH2:24]2)[CH:12]=[N:13]3)[CH:5]=[CH:4][N:3]=1, predict the reactants needed to synthesize it. The reactants are: [Cl:1][C:2]1[C:7]([F:8])=[C:6]([C:9]2[N:17]=[C:16]([C:18](=[NH:21])[NH:19][OH:20])[N:15]=[C:14]3[C:10]=2[N:11]([CH2:22][C@H:23]2[CH2:28][CH2:27][C@H:26]([CH3:29])[CH2:25][CH2:24]2)[CH:12]=[N:13]3)[CH:5]=[CH:4][N:3]=1.[C:30](N1C=CN=C1)(N1C=CN=C1)=[O:31].C1CCN2C(=NCCC2)CC1.C(#N)C. (5) The reactants are: [Cl:1][C:2]1[CH:7]=[CH:6][C:5]([S:8][C:9]2[CH:10]=[N:11][N:12]([CH:25]3[CH2:30][CH2:29][CH2:28][CH2:27][O:26]3)[C:13]=2C2C=C3C(=CC=2)C(=O)NCC3)=[CH:4][CH:3]=1.BrC1C=C2C(=CC=1)C(=O)NCC2.FC(F)(F)S(O[C:49]1[CH:58]=[C:57]2[C:52]([CH:53]=[C:54]([C:59]([O:61][CH3:62])=[O:60])[N:55]=[CH:56]2)=[CH:51][CH:50]=1)(=O)=O. Given the product [Cl:1][C:2]1[CH:3]=[CH:4][C:5]([S:8][C:9]2[CH:10]=[N:11][N:12]([CH:25]3[CH2:30][CH2:29][CH2:28][CH2:27][O:26]3)[C:13]=2[C:49]2[CH:58]=[C:57]3[C:52]([CH:53]=[C:54]([C:59]([O:61][CH3:62])=[O:60])[N:55]=[CH:56]3)=[CH:51][CH:50]=2)=[CH:6][CH:7]=1, predict the reactants needed to synthesize it. (6) Given the product [Cl:36][C:37]1[N:42]=[C:41]([C:20]2[CH:19]=[CH:18][C:17]([C@@H:15]([N:11]3[CH2:10][CH2:9][C@@:8]([C:5]4[CH:6]=[CH:7][C:2]([F:1])=[CH:3][CH:4]=4)([CH2:32][CH2:33][CH2:34][OH:35])[O:13][C:12]3=[O:14])[CH3:16])=[CH:22][CH:21]=2)[CH:40]=[CH:39][N:38]=1, predict the reactants needed to synthesize it. The reactants are: [F:1][C:2]1[CH:7]=[CH:6][C:5]([C@:8]2([CH2:32][CH2:33][CH2:34][OH:35])[O:13][C:12](=[O:14])[N:11]([C@H:15]([C:17]3[CH:22]=[CH:21][C:20](B4OC(C)(C)C(C)(C)O4)=[CH:19][CH:18]=3)[CH3:16])[CH2:10][CH2:9]2)=[CH:4][CH:3]=1.[Cl:36][C:37]1[N:42]=[C:41](Cl)[CH:40]=[CH:39][N:38]=1.C([O-])([O-])=O.[Cs+].[Cs+].